From a dataset of Full USPTO retrosynthesis dataset with 1.9M reactions from patents (1976-2016). Predict the reactants needed to synthesize the given product. (1) Given the product [OH:49][C:50]1[N:55]=[CH:54][C:53]([C:56]2[CH:57]=[C:58]([NH:62][C:22]([C:17]3[C:18](=[O:21])[O:19][C:20]4[C:15]([CH:16]=3)=[CH:14][CH:13]=[CH:12][C:11]=4[OH:10])=[O:24])[CH:59]=[CH:60][CH:61]=2)=[CH:52][CH:51]=1, predict the reactants needed to synthesize it. The reactants are: CCN(C(C)C)C(C)C.[OH:10][C:11]1[CH:12]=[CH:13][CH:14]=[C:15]2[C:20]=1[O:19][C:18](=[O:21])[C:17]([C:22]([OH:24])=O)=[CH:16]2.CN(C(ON1N=NC2C=CC=NC1=2)=[N+](C)C)C.F[P-](F)(F)(F)(F)F.[OH:49][C:50]1[N:55]=[CH:54][C:53]([C:56]2[CH:57]=[C:58]([NH2:62])[CH:59]=[CH:60][CH:61]=2)=[CH:52][CH:51]=1. (2) Given the product [NH2:24][CH2:23][C:10]1([CH2:9][O:8][CH2:1][C:2]2[CH:3]=[CH:4][CH:5]=[CH:6][CH:7]=2)[CH2:15][CH2:14][N:13]([C:16]([O:18][C:19]([CH3:22])([CH3:21])[CH3:20])=[O:17])[CH2:12][CH2:11]1, predict the reactants needed to synthesize it. The reactants are: [CH2:1]([O:8][CH2:9][C:10]1([C:23]#[N:24])[CH2:15][CH2:14][N:13]([C:16]([O:18][C:19]([CH3:22])([CH3:21])[CH3:20])=[O:17])[CH2:12][CH2:11]1)[C:2]1[CH:7]=[CH:6][CH:5]=[CH:4][CH:3]=1.CO.N. (3) Given the product [NH2:1][C:2]1[C:3]([CH3:18])=[C:4]([C:8]2[CH:13]=[CH:12][C:11]([C:14]([OH:16])=[O:15])=[CH:10][CH:9]=2)[CH:5]=[CH:6][CH:7]=1, predict the reactants needed to synthesize it. The reactants are: [NH2:1][C:2]1[C:3]([CH3:18])=[C:4]([C:8]2[CH:13]=[CH:12][C:11]([C:14]([O:16]C)=[O:15])=[CH:10][CH:9]=2)[CH:5]=[CH:6][CH:7]=1.N1C=CC=CC=1.CS(Cl)(=O)=O. (4) Given the product [CH3:8][C:9]1([CH3:35])[CH2:18][C:17]2[C:12](=[CH:13][CH:14]=[C:15]([C:19]([NH:7][S:4]([CH3:3])(=[O:6])=[O:5])=[O:20])[CH:16]=2)[NH:11][CH:10]1[C:22]1[CH:27]=[CH:26][CH:25]=[C:24]([N:28]2[CH2:33][CH2:32][N:31]([CH3:34])[CH2:30][CH2:29]2)[CH:23]=1, predict the reactants needed to synthesize it. The reactants are: [H-].[Na+].[CH3:3][S:4]([NH2:7])(=[O:6])=[O:5].[CH3:8][C:9]1([CH3:35])[CH2:18][C:17]2[C:12](=[CH:13][CH:14]=[C:15]([C:19](O)=[O:20])[CH:16]=2)[NH:11][CH:10]1[C:22]1[CH:27]=[CH:26][CH:25]=[C:24]([N:28]2[CH2:33][CH2:32][N:31]([CH3:34])[CH2:30][CH2:29]2)[CH:23]=1.C(N1C=CN=C1)(N1C=CN=C1)=O.